Task: Predict which catalyst facilitates the given reaction.. Dataset: Catalyst prediction with 721,799 reactions and 888 catalyst types from USPTO (1) Reactant: [C:1](O)(=O)[CH2:2][CH3:3].[BH4-].[Na+].[CH2:8]([N:15]1[C:19]([C:20]([F:23])([F:22])[F:21])=[CH:18][C:17]([NH2:24])=[N:16]1)[C:9]1[CH:14]=[CH:13][CH:12]=[CH:11][CH:10]=1.[OH-].[Na+].[C:27]1(C)[CH:32]=CC=C[CH:28]=1. Product: [CH2:8]([N:15]1[C:19]([C:20]([F:23])([F:22])[F:21])=[CH:18][C:17]([N:24]([CH2:28][CH2:27][CH3:32])[CH2:1][CH2:2][CH3:3])=[N:16]1)[C:9]1[CH:14]=[CH:13][CH:12]=[CH:11][CH:10]=1. The catalyst class is: 25. (2) Reactant: [CH3:1][O:2][C:3]1[CH:8]=[CH:7][C:6]([N+:9]([O-])=O)=[CH:5][C:4]=1[NH:12][C:13]1[C:14]2[S:21][CH:20]=[CH:19][C:15]=2[N:16]=[CH:17][N:18]=1.CCO. Product: [NH2:9][C:6]1[CH:7]=[CH:8][C:3]([O:2][CH3:1])=[C:4]([NH:12][C:13]2[C:14]3[S:21][CH:20]=[CH:19][C:15]=3[N:16]=[CH:17][N:18]=2)[CH:5]=1. The catalyst class is: 350. (3) Reactant: [C:1]([O:5][C:6]([NH:8][C:9]1([C:13]2[CH:18]=[CH:17][C:16]([C:19]3[C:24]([C:25]4[CH:30]=[CH:29][CH:28]=[CH:27][CH:26]=4)=[CH:23][N:22]4[N:31]=[C:32]([C:34]([OH:36])=O)[N:33]=[C:21]4[N:20]=3)=[CH:15][CH:14]=2)[CH2:12][CH2:11][CH2:10]1)=[O:7])([CH3:4])([CH3:3])[CH3:2].CN.C1C=CC2N(O)N=[N:45][C:43]=2C=1.CCN=C=NCCCN(C)C. Product: [C:1]([O:5][C:6](=[O:7])[NH:8][C:9]1([C:13]2[CH:14]=[CH:15][C:16]([C:19]3[C:24]([C:25]4[CH:26]=[CH:27][CH:28]=[CH:29][CH:30]=4)=[CH:23][N:22]4[N:31]=[C:32]([C:34](=[O:36])[NH:45][CH3:43])[N:33]=[C:21]4[N:20]=3)=[CH:17][CH:18]=2)[CH2:10][CH2:11][CH2:12]1)([CH3:2])([CH3:3])[CH3:4]. The catalyst class is: 18. (4) The catalyst class is: 13. Reactant: C[O:2][C:3]1[C:4](=[O:22])[N:5]([CH3:21])[N:6]=[CH:7][C:8]=1[C:9]1[C:10](=[O:20])[N:11]([CH3:19])[C:12]([C:15]([F:18])([F:17])[F:16])=[CH:13][CH:14]=1.N1CCOCC1. Product: [OH:2][C:3]1[C:4](=[O:22])[N:5]([CH3:21])[N:6]=[CH:7][C:8]=1[C:9]1[C:10](=[O:20])[N:11]([CH3:19])[C:12]([C:15]([F:17])([F:18])[F:16])=[CH:13][CH:14]=1. (5) Product: [Cl:1][C:2]1[CH:19]=[CH:18][C:5]([CH2:6][N:7]2[C:15]3[C:10](=[CH:11][C:12]([N:16]([CH2:20][CH3:21])[CH2:23][CH3:24])=[CH:13][CH:14]=3)[CH:9]=[C:8]2[CH3:17])=[CH:4][CH:3]=1. The catalyst class is: 26. Reactant: [Cl:1][C:2]1[CH:19]=[CH:18][C:5]([CH2:6][N:7]2[C:15]3[C:10](=[CH:11][C:12]([NH2:16])=[CH:13][CH:14]=3)[CH:9]=[C:8]2[CH3:17])=[CH:4][CH:3]=1.[CH:20](=O)[CH3:21].[C:23](O[BH-](OC(=O)C)OC(=O)C)(=O)[CH3:24].[Na+]. (6) Reactant: [CH3:1][C:2]1[CH:7]=[CH:6][N:5]=[CH:4][N:3]=1.[Cl:8][C:9]1[CH:10]=[C:11]([CH:17]=[CH:18][CH:19]=1)[C:12](OCC)=[O:13].C[Si]([N-][Si](C)(C)C)(C)C.[Li+]. Product: [Cl:8][C:9]1[CH:10]=[C:11]([C:12]([OH:13])=[CH:1][C:2]2[CH:7]=[CH:6][N:5]=[CH:4][N:3]=2)[CH:17]=[CH:18][CH:19]=1. The catalyst class is: 7. (7) Reactant: [CH3:1][O:2][C:3]([C:5]1[CH:10]=[C:9](Cl)[N:8]=[C:7]([Cl:12])[N:6]=1)=[O:4].[NH:13]1[CH2:18][CH2:17][O:16][CH2:15][CH2:14]1.C(N(C(C)C)CC)(C)C. Product: [Cl:12][C:7]1[N:6]=[C:5]([C:3]([O:2][CH3:1])=[O:4])[CH:10]=[C:9]([N:13]2[CH2:18][CH2:17][O:16][CH2:15][CH2:14]2)[N:8]=1. The catalyst class is: 58. (8) Reactant: [Cl:1][C:2]1[N:3]=[C:4]([N:20]2[CH2:25][CH2:24][O:23][CH2:22][CH2:21]2)[C:5]2[N:10]=[C:9]([CH2:11][CH:12]([C:14]3[CH:19]=[CH:18][CH:17]=[CH:16][CH:15]=3)O)[S:8][C:6]=2[N:7]=1.C1(C)C=CC(S(O)(=O)=O)=CC=1. Product: [Cl:1][C:2]1[N:3]=[C:4]([N:20]2[CH2:21][CH2:22][O:23][CH2:24][CH2:25]2)[C:5]2[N:10]=[C:9]([CH:11]=[CH:12][C:14]3[CH:15]=[CH:16][CH:17]=[CH:18][CH:19]=3)[S:8][C:6]=2[N:7]=1. The catalyst class is: 11. (9) Reactant: [Cl-].[F:2][C:3]1[CH:4]=[C:5]([CH2:14][P+](C2C=CC=CC=2)(C2C=CC=CC=2)C2C=CC=CC=2)[C:6]2[O:10][C:9]([CH3:12])([CH3:11])[CH2:8][C:7]=2[CH:13]=1.C([Li])CCC.[CH2:39]([O:46][C:47]1[CH:54]=[CH:53][C:50]([CH:51]=O)=[CH:49][CH:48]=1)[C:40]1[CH:45]=[CH:44][CH:43]=[CH:42][CH:41]=1. Product: [CH2:39]([O:46][C:47]1[CH:48]=[CH:49][C:50]([CH:51]=[CH:14][C:5]2[C:6]3[O:10][C:9]([CH3:11])([CH3:12])[CH2:8][C:7]=3[CH:13]=[C:3]([F:2])[CH:4]=2)=[CH:53][CH:54]=1)[C:40]1[CH:41]=[CH:42][CH:43]=[CH:44][CH:45]=1. The catalyst class is: 7.